From a dataset of Reaction yield outcomes from USPTO patents with 853,638 reactions. Predict the reaction yield, written as a fraction of the theoretical maximum amount of product (1.0 means a 100% yield; for example, 0.34 means a 34% yield). (1) The reactants are [C:1]([O:5][C:6](=[O:15])[NH:7][CH:8]1[CH2:13][CH2:12][C:11](=O)[CH2:10][CH2:9]1)([CH3:4])([CH3:3])[CH3:2].[NH:16]1[CH2:21][CH2:20][O:19][CH2:18][CH2:17]1.C(O[BH-](OC(=O)C)OC(=O)C)(=O)C.[Na+]. The catalyst is C(Cl)Cl.C(O)(=O)C. The product is [C:1]([O:5][C:6](=[O:15])[NH2:7])([CH3:4])([CH3:3])[CH3:2].[N:16]1([CH:11]2[CH2:12][CH2:13][CH:8]([NH2:7])[CH2:9][CH2:10]2)[CH2:21][CH2:20][O:19][CH2:18][CH2:17]1. The yield is 0.130. (2) The reactants are C([O:6][C@@H:7]([C:9]1[N:14]=[C:13]([Cl:15])[CH:12]=[CH:11][N:10]=1)[CH3:8])(=O)CCC.Cl. The catalyst is O1CCOCC1. The product is [Cl:15][C:13]1[CH:12]=[CH:11][N:10]=[C:9]([C@H:7]([OH:6])[CH3:8])[N:14]=1. The yield is 0.710. (3) The reactants are [Cl:1][C:2]1[CH:7]=[CH:6][CH:5]=[CH:4][C:3]=1[CH2:8][C:9]([OH:11])=[O:10].OS(O)(=O)=O.C([O-])([O-])=O.[Na+].[Na+].[CH3:23][CH2:24]O. No catalyst specified. The product is [Cl:1][C:2]1[CH:7]=[CH:6][CH:5]=[CH:4][C:3]=1[CH2:8][C:9]([O:11][CH2:23][CH3:24])=[O:10]. The yield is 0.970. (4) The product is [Cl:1][C:2]1[N:7]=[C:6]([N:18]([CH2:19][C:20]2([C:23]([O:25][CH3:26])=[O:24])[CH2:22][CH2:21]2)[C@@H:15]2[CH2:16][CH2:17][C:13]([F:12])([F:27])[CH2:14]2)[C:5]([N+:9]([O-:11])=[O:10])=[CH:4][N:3]=1. The yield is 0.910. The catalyst is ClCCl. The reactants are [Cl:1][C:2]1[N:7]=[C:6](Cl)[C:5]([N+:9]([O-:11])=[O:10])=[CH:4][N:3]=1.[F:12][C:13]1([F:27])[CH2:17][CH2:16][C@@H:15]([NH:18][CH2:19][C:20]2([C:23]([O:25][CH3:26])=[O:24])[CH2:22][CH2:21]2)[CH2:14]1.C(=O)(O)[O-].[Na+]. (5) The reactants are [NH2:1][C:2]1[CH:3]=[C:4]([CH:21]=[CH:22][C:23]=1[O:24][CH3:25])[O:5][C:6]1[CH:7]=[CH:8][C:9]2[N:10]([CH:12]=[C:13]([NH:15][C:16]([CH:18]3[CH2:20][CH2:19]3)=[O:17])[N:14]=2)[N:11]=1.[CH3:26][N:27]1[C:31]([C:32](Cl)=[O:33])=[CH:30][C:29]([CH3:35])=[N:28]1. The catalyst is CN(C)C(=O)C. The product is [CH:18]1([C:16]([NH:15][C:13]2[N:14]=[C:9]3[CH:8]=[CH:7][C:6]([O:5][C:4]4[CH:21]=[CH:22][C:23]([O:24][CH3:25])=[C:2]([NH:1][C:32]([C:31]5[N:27]([CH3:26])[N:28]=[C:29]([CH3:35])[CH:30]=5)=[O:33])[CH:3]=4)=[N:11][N:10]3[CH:12]=2)=[O:17])[CH2:20][CH2:19]1. The yield is 0.540. (6) The reactants are C([Li])CCC.C(NC(C)C)(C)C.[Cl:13][C:14]1[C:19]([Cl:20])=[CH:18][C:17]([C:21]([F:24])([F:23])[F:22])=[CH:16][N:15]=1.ClC1C(Cl)=C([Li])C(C(F)(F)F)=CN=1.[CH3:38][O:39][C:40]1[C:47]([O:48][CH3:49])=[C:46]([O:50][CH3:51])[CH:45]=[C:44]([CH3:52])[C:41]=1[CH:42]=[O:43]. The catalyst is O.C1(C)C=CC=CC=1.C(OCC)C. The product is [CH3:38][O:39][C:40]1[C:47]([O:48][CH3:49])=[C:46]([O:50][CH3:51])[CH:45]=[C:44]([CH3:52])[C:41]=1[CH:42]([C:18]1[C:17]([C:21]([F:24])([F:22])[F:23])=[CH:16][N:15]=[C:14]([Cl:13])[C:19]=1[Cl:20])[OH:43]. The yield is 0.580. (7) The reactants are [CH3:1][O:2][C:3]1[CH:4]=[C:5]2[C:10](=[CH:11][C:12]=1[O:13][CH3:14])[N:9]=[CH:8][N:7]=[C:6]2[O:15][C:16]1[CH:22]=[CH:21][C:19]([NH2:20])=[CH:18][CH:17]=1.ClC(Cl)(O[C:27](=[O:33])OC(Cl)(Cl)Cl)Cl.Cl.[CH2:36]([NH2:39])[C:37]#[CH:38].CO. The catalyst is C(Cl)(Cl)Cl.C(N(CC)CC)C. The product is [CH3:1][O:2][C:3]1[CH:4]=[C:5]2[C:10](=[CH:11][C:12]=1[O:13][CH3:14])[N:9]=[CH:8][N:7]=[C:6]2[O:15][C:16]1[CH:22]=[CH:21][C:19]([NH:20][C:27]([NH:39][CH2:36][C:37]#[CH:38])=[O:33])=[CH:18][CH:17]=1. The yield is 0.410. (8) The reactants are Cl.[CH2:2]([C:4]1[N:8]([C:9]2[N:17]=[C:16]3[C:12]([N:13]=[C:14]([CH:19]4[CH2:24][CH2:23][NH:22][CH2:21][CH2:20]4)[N:15]3[CH3:18])=[C:11]([N:25]3[CH2:30][CH2:29][O:28][CH2:27][CH2:26]3)[N:10]=2)[C:7]2[CH:31]=[CH:32][CH:33]=[CH:34][C:6]=2[N:5]=1)[CH3:3].Cl.[C-:36]#[N:37].[Na+].CC(=O)C.[CH2:43]1[CH2:47]OC[CH2:44]1. The catalyst is O. The product is [CH2:2]([C:4]1[N:8]([C:9]2[N:17]=[C:16]3[C:12]([N:13]=[C:14]([CH:19]4[CH2:20][CH2:21][N:22]([C:43]([CH3:44])([CH3:47])[C:36]#[N:37])[CH2:23][CH2:24]4)[N:15]3[CH3:18])=[C:11]([N:25]3[CH2:26][CH2:27][O:28][CH2:29][CH2:30]3)[N:10]=2)[C:7]2[CH:31]=[CH:32][CH:33]=[CH:34][C:6]=2[N:5]=1)[CH3:3]. The yield is 0.690. (9) The reactants are C([O:8][C:9]1[CH:18]=[C:17]2[C:12]([C:13]([O:19][C:20]3[C:21]([CH3:30])=[N:22][C:23]4[C:28]([CH:29]=3)=[CH:27][N:26]=[CH:25][CH:24]=4)=[CH:14][CH:15]=[N:16]2)=[CH:11][C:10]=1[O:31][CH3:32])C1C=CC=CC=1.CS(O)(=O)=O. The catalyst is FC(F)(F)C(O)=O. The product is [OH:8][C:9]1[CH:18]=[C:17]2[C:12]([C:13]([O:19][C:20]3[C:21]([CH3:30])=[N:22][C:23]4[C:28]([CH:29]=3)=[CH:27][N:26]=[CH:25][CH:24]=4)=[CH:14][CH:15]=[N:16]2)=[CH:11][C:10]=1[O:31][CH3:32]. The yield is 0.980.